From a dataset of Full USPTO retrosynthesis dataset with 1.9M reactions from patents (1976-2016). Predict the reactants needed to synthesize the given product. (1) The reactants are: Br[C:2]1[CH:3]=[CH:4][C:5]2[S:21][C:8]3[CH2:9][N:10]([C:14]([O:16][C:17]([CH3:20])([CH3:19])[CH3:18])=[O:15])[CH2:11][CH2:12][CH2:13][C:7]=3[C:6]=2[CH:22]=1.[F:23][C:24]1[CH:25]=[CH:26][C:27]([CH2:30][O:31][C:32]2[CH:37]=[CH:36][NH:35][C:34](=[O:38])[CH:33]=2)=[N:28][CH:29]=1. Given the product [F:23][C:24]1[CH:25]=[CH:26][C:27]([CH2:30][O:31][C:32]2[CH:37]=[CH:36][N:35]([C:2]3[CH:3]=[CH:4][C:5]4[S:21][C:8]5[CH2:9][N:10]([C:14]([O:16][C:17]([CH3:20])([CH3:19])[CH3:18])=[O:15])[CH2:11][CH2:12][CH2:13][C:7]=5[C:6]=4[CH:22]=3)[C:34](=[O:38])[CH:33]=2)=[N:28][CH:29]=1, predict the reactants needed to synthesize it. (2) Given the product [CH3:1][O:2][C:3]([C:5]1([NH:40][C:41]([O:43][C:44]([CH3:47])([CH3:46])[CH3:45])=[O:42])[CH2:8][CH:7]([O:9][S:10]([C:13]([F:38])([F:39])[C:14]([O:17][C:18]([F:37])([F:36])[C:19]([F:35])([F:34])[CH2:20][CH2:21][CH2:22][CH2:23][CH2:24][CH2:25][CH2:26][CH2:27][CH2:28][CH2:29][C:30]([OH:32])=[O:31])([F:16])[F:15])(=[O:12])=[O:11])[CH2:6]1)=[O:4], predict the reactants needed to synthesize it. The reactants are: [CH3:1][O:2][C:3]([C:5]1([NH:40][C:41]([O:43][C:44]([CH3:47])([CH3:46])[CH3:45])=[O:42])[CH2:8][CH:7]([O:9][S:10]([C:13]([F:39])([F:38])[C:14]([O:17][C:18]([F:37])([F:36])[C:19]([F:35])([F:34])[CH2:20][CH:21](I)[CH2:22][CH2:23][CH2:24][CH2:25][CH2:26][CH2:27][CH2:28][CH2:29][C:30]([OH:32])=[O:31])([F:16])[F:15])(=[O:12])=[O:11])[CH2:6]1)=[O:4].C(O)(=O)C. (3) Given the product [C:24]([O:20][C:18](=[O:19])[NH:17][C@@H:13]1[CH2:14][CH2:15][CH2:16][N:11]([C:10]2[CH:9]=[CH:8][N:7]=[C:6]3[N:2]([CH3:1])[C:3](=[O:21])[N:4]([CH2:23][C:24]4[CH:31]=[CH:30][C:29]([Cl:32])=[CH:28][C:25]=4[C:26]#[N:27])[C:5]=23)[CH2:12]1)([CH3:31])([CH3:25])[CH3:23], predict the reactants needed to synthesize it. The reactants are: [CH3:1][N:2]1[C:6]2=[N:7][CH:8]=[CH:9][C:10]([N:11]3[CH2:16][CH2:15][CH2:14][C@@H:13]([NH:17][C:18](=[O:20])[OH:19])[CH2:12]3)=[C:5]2[NH:4][C:3]1=[O:21].Br[CH2:23][C:24]1[CH:31]=[CH:30][C:29]([Cl:32])=[CH:28][C:25]=1[C:26]#[N:27]. (4) Given the product [CH3:4][C:3]([C:6]1[S:10][C:9]([NH:11][C:12](=[O:30])[CH:13]([NH:17][CH:18]2[CH2:27][CH2:26][C:25]3[C:20](=[C:21]([F:29])[CH:22]=[C:23]([F:28])[CH:24]=3)[CH2:19]2)[CH2:14][CH2:15][CH3:16])=[N:8][N:7]=1)([CH3:5])[CH:2]=[O:1], predict the reactants needed to synthesize it. The reactants are: [OH:1][CH2:2][C:3]([C:6]1[S:10][C:9]([NH:11][C:12](=[O:30])[CH:13]([NH:17][CH:18]2[CH2:27][CH2:26][C:25]3[C:20](=[C:21]([F:29])[CH:22]=[C:23]([F:28])[CH:24]=3)[CH2:19]2)[CH2:14][CH2:15][CH3:16])=[N:8][N:7]=1)([CH3:5])[CH3:4].CC(OI1(OC(C)=O)(OC(C)=O)OC(=O)C2C=CC=CC1=2)=O.CS(C)=O. (5) Given the product [O:22]=[C:2]1[C:11]2[C:6](=[CH:7][CH:8]=[CH:9][N:10]=2)[N:5]([C:12]([O:14][C:15]([CH3:18])([CH3:17])[CH3:16])=[O:13])[CH2:4][CH2:3]1, predict the reactants needed to synthesize it. The reactants are: C=[C:2]1[C:11]2[C:6](=[CH:7][CH:8]=[CH:9][N:10]=2)[N:5]([C:12]([O:14][C:15]([CH3:18])([CH3:17])[CH3:16])=[O:13])[CH2:4][CH2:3]1.CO.C([O-])(O)=[O:22].[Na+].CSC. (6) Given the product [Br:23][C:24]1[CH:29]=[C:28]([C:9]2[CH:10]=[CH:11][C:6]([S:3]([CH2:1][CH3:2])(=[O:4])=[O:5])=[CH:7][C:8]=2[O:21][CH3:22])[C:27]([OH:30])=[CH:26][CH:25]=1, predict the reactants needed to synthesize it. The reactants are: [CH2:1]([S:3]([C:6]1[CH:11]=[CH:10][C:9](B2OC(C)(C)C(C)(C)O2)=[C:8]([O:21][CH3:22])[CH:7]=1)(=[O:5])=[O:4])[CH3:2].[Br:23][C:24]1[CH:29]=[CH:28][C:27]([OH:30])=[C:26](I)[CH:25]=1.C(=O)([O-])[O-].[Na+].[Na+].